This data is from Catalyst prediction with 721,799 reactions and 888 catalyst types from USPTO. The task is: Predict which catalyst facilitates the given reaction. (1) Reactant: FC(F)(F)S(O[C:7]1[CH:12]=[C:11]([CH3:13])[N:10]([CH2:14][C:15]2[CH:16]=[N:17][CH:18]=[CH:19][CH:20]=2)[C:9](=[O:21])[C:8]=1[Br:22])(=O)=O.BrC1C(=O)N(C[C:35]2[CH:36]=N[CH:38]=[CH:39][CH:40]=2)C(C)=CC=1O.[CH2:42](N(CC)CC)[CH3:43].F[C:50]([F:63])(F)S(OS(C(F)(F)F)(=O)=O)(=O)=O. Product: [Br:22][C:8]1[C:9](=[O:21])[N:10]([CH2:14][C:15]2[CH:16]=[N:17][CH:18]=[CH:19][CH:20]=2)[C:11]([CH3:13])=[CH:12][C:7]=1[CH2:42][CH2:43][C:40]1[CH:35]=[CH:36][C:50]([F:63])=[CH:38][CH:39]=1. The catalyst class is: 4. (2) Reactant: [Cl:1][C:2]1[N:7]=[N:6][C:5]([NH:8][NH2:9])=[C:4]([CH3:10])[C:3]=1[CH2:11][CH3:12].[N:13]#[C:14]Br.O.C(=O)([O-])[O-].[K+].[K+]. Product: [Cl:1][C:2]1[C:3]([CH2:11][CH3:12])=[C:4]([CH3:10])[C:5]2[N:6]([C:14]([NH2:13])=[N:9][N:8]=2)[N:7]=1. The catalyst class is: 40. (3) Reactant: [NH2:1][C:2]([C:4]1[CH:9]=[C:8]([N+:10]([O-])=O)[CH:7]=[CH:6][C:5]=1[NH:13][C:14](=[O:20])[C:15]([O:17][CH2:18][CH3:19])=[O:16])=[O:3].C1COCC1. Product: [NH2:10][C:8]1[CH:7]=[CH:6][C:5]([NH:13][C:14](=[O:20])[C:15]([O:17][CH2:18][CH3:19])=[O:16])=[C:4]([C:2]([NH2:1])=[O:3])[CH:9]=1. The catalyst class is: 349. (4) Reactant: [Cl:1][C:2]1[CH:7]=[CH:6][C:5]([C:8]2[N:9]=[C:10]3[N:14]([C:15]=2[CH2:16][OH:17])[CH:13]=[C:12]([CH:18]=[O:19])[S:11]3)=[CH:4][CH:3]=1.[Li].[H-].[Al+3].[H-].[H-]. Product: [Cl:1][C:2]1[CH:7]=[CH:6][C:5]([C:8]2[N:9]=[C:10]3[N:14]([C:15]=2[CH2:16][OH:17])[CH:13]=[C:12]([CH2:18][OH:19])[S:11]3)=[CH:4][CH:3]=1. The catalyst class is: 1. (5) Reactant: [CH2:1]([O:5][C:6]1[CH:11]=[C:10]([CH2:12]O)[CH:9]=[CH:8][C:7]=1[C:14]1[CH:19]=[C:18]([O:20][CH3:21])[CH:17]=[CH:16][C:15]=1[F:22])[CH2:2][CH2:3][CH3:4].S(Cl)([Cl:25])=O. Product: [CH2:1]([O:5][C:6]1[CH:11]=[C:10]([CH2:12][Cl:25])[CH:9]=[CH:8][C:7]=1[C:14]1[CH:19]=[C:18]([O:20][CH3:21])[CH:17]=[CH:16][C:15]=1[F:22])[CH2:2][CH2:3][CH3:4]. The catalyst class is: 2. (6) Reactant: Cl[C:2]1(Cl)[C:5]2([CH2:10][CH2:9][CH:8]([C:11]([O:13][CH2:14][CH3:15])=[O:12])[CH2:7][CH2:6]2)[CH2:4][C:3]1=[O:16]. Product: [O:16]=[C:3]1[CH2:4][C:5]2([CH2:10][CH2:9][CH:8]([C:11]([O:13][CH2:14][CH3:15])=[O:12])[CH2:7][CH2:6]2)[CH2:2]1. The catalyst class is: 183.